Regression. Given a peptide amino acid sequence and an MHC pseudo amino acid sequence, predict their binding affinity value. This is MHC class I binding data. From a dataset of Peptide-MHC class I binding affinity with 185,985 pairs from IEDB/IMGT. (1) The peptide sequence is RILQQLLFI. The MHC is HLA-A02:01 with pseudo-sequence HLA-A02:01. The binding affinity (normalized) is 0.676. (2) The peptide sequence is SQYHRFPIY. The MHC is SLA-30401 with pseudo-sequence SLA-30401. The binding affinity (normalized) is 0.0847. (3) The peptide sequence is MLRLFDFNK. The MHC is HLA-A11:01 with pseudo-sequence HLA-A11:01. The binding affinity (normalized) is 0.638. (4) The peptide sequence is IIRTENRPL. The MHC is HLA-A02:06 with pseudo-sequence HLA-A02:06. The binding affinity (normalized) is 0.0847. (5) The peptide sequence is GPSHKARVL. The MHC is HLA-B57:01 with pseudo-sequence HLA-B57:01. The binding affinity (normalized) is 0.